Dataset: Full USPTO retrosynthesis dataset with 1.9M reactions from patents (1976-2016). Task: Predict the reactants needed to synthesize the given product. (1) Given the product [OH:31][CH:11]([C:12]1[C:20]([O:21][CH3:22])=[CH:19][C:18]([CH3:23])=[C:17]2[C:13]=1[CH:14]=[CH:15][NH:16]2)[C:9]1[O:10][C:6]2[CH:5]=[CH:4][C:3]([C:1]#[N:2])=[CH:32][C:7]=2[N:8]=1, predict the reactants needed to synthesize it. The reactants are: [C:1]([C:3]1[CH:4]=[CH:5][C:6]2[O:10][C:9]([CH:11]([OH:31])[C:12]3[C:20]([O:21][CH3:22])=[CH:19][C:18]([CH3:23])=[C:17]4[C:13]=3[CH:14]=[CH:15][N:16]4C(OC(C)(C)C)=O)=[N:8][C:7]=2[CH:32]=1)#[N:2].C([O-])([O-])=O.[Cs+].[Cs+]. (2) Given the product [CH3:1][O:2][C:3](=[O:21])/[CH:4]=[CH:5]/[C:6]1[CH:11]=[CH:10][C:9]([CH:12]2[CH2:16][CH2:15][CH2:14][N:13]2[CH2:17][CH2:18][C:19]2[NH:24][N:23]=[N:22][N:20]=2)=[CH:8][CH:7]=1, predict the reactants needed to synthesize it. The reactants are: [CH3:1][O:2][C:3](=[O:21])/[CH:4]=[CH:5]/[C:6]1[CH:11]=[CH:10][C:9]([CH:12]2[CH2:16][CH2:15][CH2:14][N:13]2[CH2:17][CH2:18][C:19]#[N:20])=[CH:8][CH:7]=1.[N:22]([Sn](C)(C)C)=[N+:23]=[N-:24]. (3) Given the product [NH:9]1[C:17]2[C:12](=[CH:13][C:14]([C:2]3[CH2:7][CH2:6][CH2:5][C:4](=[O:8])[CH:3]=3)=[CH:15][CH:16]=2)[CH:11]=[CH:10]1, predict the reactants needed to synthesize it. The reactants are: Br[C:2]1[CH2:7][CH2:6][CH2:5][C:4](=[O:8])[CH:3]=1.[NH:9]1[C:17]2[C:12](=[CH:13][C:14](B3OC(C)(C)C(C)(C)O3)=[CH:15][CH:16]=2)[CH:11]=[CH:10]1. (4) Given the product [NH2:33][CH2:32][CH2:31][N:29]([CH3:30])[CH2:28][CH2:27][CH2:26][N:25]([CH3:34])[CH2:24][CH2:23][NH:22][C:2]1[C:14]2[C:13](=[O:15])[C:12]3[CH:11]=[N:10][CH:9]=[CH:8][C:7]=3[C:6]=2[C:5]2[CH:16]=[CH:17][C:18]([O:20][CH3:21])=[CH:19][C:4]=2[N:3]=1, predict the reactants needed to synthesize it. The reactants are: Cl[C:2]1[C:14]2[C:13](=[O:15])[C:12]3[CH:11]=[N:10][CH:9]=[CH:8][C:7]=3[C:6]=2[C:5]2[CH:16]=[CH:17][C:18]([O:20][CH3:21])=[CH:19][C:4]=2[N:3]=1.[NH2:22][CH2:23][CH2:24][N:25]([CH3:34])[CH2:26][CH2:27][CH2:28][N:29]([CH2:31][CH2:32][NH2:33])[CH3:30]. (5) Given the product [Cl:8][C:6]1[CH:7]=[C:2]([C:18]2[CH:19]=[CH:20][C:21]([F:22])=[C:16]([Cl:15])[CH:17]=2)[N:3]=[C:4]([N:9]2[CH2:14][CH2:13][O:12][CH2:11][CH2:10]2)[N:5]=1, predict the reactants needed to synthesize it. The reactants are: Cl[C:2]1[CH:7]=[C:6]([Cl:8])[N:5]=[C:4]([N:9]2[CH2:14][CH2:13][O:12][CH2:11][CH2:10]2)[N:3]=1.[Cl:15][C:16]1[CH:17]=[C:18](B(O)O)[CH:19]=[CH:20][C:21]=1[F:22].[O-]P([O-])([O-])=O.[K+].[K+].[K+]. (6) Given the product [NH2:2][C:1]1[C:3]2[C:8]([C:9]3[CH:14]=[CH:13][CH:12]=[C:11]([N+:15]([O-:17])=[O:16])[CH:10]=3)=[N:7][C:6]([S:18][CH3:19])=[N:5][C:4]=2[S:20][C:21]=1[C:22]([NH2:24])=[O:23], predict the reactants needed to synthesize it. The reactants are: [C:1]([C:3]1[C:4]([S:20][CH2:21][C:22]([NH2:24])=[O:23])=[N:5][C:6]([S:18][CH3:19])=[N:7][C:8]=1[C:9]1[CH:14]=[CH:13][CH:12]=[C:11]([N+:15]([O-:17])=[O:16])[CH:10]=1)#[N:2].CC[O-].[Na+].Cl. (7) The reactants are: [OH:1][C@@H:2]1[C@H:6]([OH:7])[C@@H:5]([CH2:8][OH:9])[O:4][C@H:3]1[N:10]1[CH:18]=[N:17][C:16]2[C:11]1=[N:12][C:13]([N:20]1[CH:24]=[C:23]([C:25]([NH:27]C)=[O:26])[CH:22]=[N:21]1)=[N:14][C:15]=2[NH2:19].N. Given the product [OH:1][C@@H:2]1[C@H:6]([OH:7])[C@@H:5]([CH2:8][OH:9])[O:4][C@H:3]1[N:10]1[CH:18]=[N:17][C:16]2[C:11]1=[N:12][C:13]([N:20]1[CH:24]=[C:23]([C:25]([NH2:27])=[O:26])[CH:22]=[N:21]1)=[N:14][C:15]=2[NH2:19], predict the reactants needed to synthesize it. (8) Given the product [O:23]1[CH2:22][CH:21]=[C:20]([C:2]2[N:7]=[N:6][C:5]([C:8]([OH:10])=[O:9])=[CH:4][CH:3]=2)[CH2:25][CH2:24]1, predict the reactants needed to synthesize it. The reactants are: Cl[C:2]1[N:7]=[N:6][C:5]([C:8]([O:10]C)=[O:9])=[CH:4][CH:3]=1.CC1(C)C(C)(C)OB([C:20]2[CH2:21][CH2:22][O:23][CH2:24][CH:25]=2)O1.C([O-])([O-])=O.[Cs+].[Cs+].Cl. (9) Given the product [O:37]=[C:19]1[CH2:20][C:21]([C:23]2[CH:24]=[C:25]([C:29]3[CH:34]=[CH:33][N:32]=[C:31]([C:35]#[N:36])[CH:30]=3)[CH:26]=[CH:27][CH:28]=2)=[N:7][C:8]2[CH:13]=[CH:12][C:11]([C:14]([F:17])([F:16])[F:15])=[CH:10][C:9]=2[NH:18]1, predict the reactants needed to synthesize it. The reactants are: C(OC(=O)[NH:7][C:8]1[CH:13]=[CH:12][C:11]([C:14]([F:17])([F:16])[F:15])=[CH:10][C:9]=1[NH:18][C:19](=[O:37])[CH2:20][C:21]([C:23]1[CH:28]=[CH:27][CH:26]=[C:25]([C:29]2[CH:34]=[CH:33][N:32]=[C:31]([C:35]#[N:36])[CH:30]=2)[CH:24]=1)=O)(C)(C)C.C(O)(C(F)(F)F)=O.